Dataset: Full USPTO retrosynthesis dataset with 1.9M reactions from patents (1976-2016). Task: Predict the reactants needed to synthesize the given product. (1) Given the product [N+:14]([C:9]1[CH:10]=[CH:11][CH:12]=[CH:13][C:8]=1[S:5]([N:4]1[CH2:3][CH2:2][N:21]2[N:20]=[C:22]([C:23]([O:25][CH2:26][CH3:27])=[O:24])[CH:19]=[C:18]2[CH2:17]1)(=[O:7])=[O:6])([O-:16])=[O:15], predict the reactants needed to synthesize it. The reactants are: Cl[CH2:2][CH2:3][N:4]([CH2:17][C:18]#[CH:19])[S:5]([C:8]1[CH:13]=[CH:12][CH:11]=[CH:10][C:9]=1[N+:14]([O-:16])=[O:15])(=[O:7])=[O:6].[N+:20](=[CH:22][C:23]([O:25][CH2:26][CH3:27])=[O:24])=[N-:21].C(=O)([O-])[O-].[Cs+].[Cs+].O1CCCC1. (2) The reactants are: [CH3:1][O:2][C:3]1[N:8]=[CH:7][C:6]([C:9]2[N:10]=[C:11]([CH2:28][S:29][C:30]3[CH:35]=[CH:34][CH:33]=[CH:32][N:31]=3)[O:12][C:13]=2[C:14]2[CH:27]=[CH:26][C:17]([O:18][CH2:19][CH2:20][NH:21][S:22]([CH3:25])(=[O:24])=[O:23])=[CH:16][CH:15]=2)=[CH:5][CH:4]=1.[CH3:36][S:37]([OH:40])(=[O:39])=[O:38]. Given the product [CH3:36][S:37]([OH:40])(=[O:39])=[O:38].[CH3:1][O:2][C:3]1[N:8]=[CH:7][C:6]([C:9]2[N:10]=[C:11]([CH2:28][S:29][C:30]3[CH:35]=[CH:34][CH:33]=[CH:32][N:31]=3)[O:12][C:13]=2[C:14]2[CH:15]=[CH:16][C:17]([O:18][CH2:19][CH2:20][NH:21][S:22]([CH3:25])(=[O:23])=[O:24])=[CH:26][CH:27]=2)=[CH:5][CH:4]=1, predict the reactants needed to synthesize it. (3) Given the product [F:17][C:18]1[CH:19]=[C:20]([CH:21]=[C:22]([F:24])[CH:23]=1)[CH2:25][O:26][C:2]1[CH:3]=[C:4]2[N:11]([CH:12]([CH3:14])[CH3:13])[C:10]([CH3:16])([CH3:15])[CH2:9][N:5]2[C:6](=[O:8])[N:7]=1, predict the reactants needed to synthesize it. The reactants are: Cl[C:2]1[CH:3]=[C:4]2[N:11]([CH:12]([CH3:14])[CH3:13])[C:10]([CH3:16])([CH3:15])[CH2:9][N:5]2[C:6](=[O:8])[N:7]=1.[F:17][C:18]1[CH:19]=[C:20]([CH2:25][OH:26])[CH:21]=[C:22]([F:24])[CH:23]=1.